Dataset: Reaction yield outcomes from USPTO patents with 853,638 reactions. Task: Predict the reaction yield, written as a fraction of the theoretical maximum amount of product (1.0 means a 100% yield; for example, 0.34 means a 34% yield). (1) The reactants are [CH2:1]([C:5]1[N:9]([C:10]2[CH:15]=[CH:14][C:13]([NH:16][C:17]([NH:19][CH2:20][CH3:21])=[O:18])=[CH:12][CH:11]=2)[N:8]=[N:7][C:6]=1[C:22]([NH:24][CH:25]1[CH2:27][CH2:26]1)=[O:23])CC=C.C(#N)C.O.C[N+]1([O-])CC[O:36]CC1.[CH3:40][C:41]([CH3:43])=[O:42]. The catalyst is [Os](=O)(=O)(=O)=O. The product is [CH:25]1([NH:24][C:22]([C:6]2[N:7]=[N:8][N:9]([C:10]3[CH:15]=[CH:14][C:13]([NH:16][C:17]([NH:19][CH2:20][CH3:21])=[O:18])=[CH:12][CH:11]=3)[C:5]=2[CH2:1][CH2:40][CH:41]([OH:42])[CH2:43][OH:36])=[O:23])[CH2:27][CH2:26]1. The yield is 0.230. (2) The reactants are [Cl:1][C:2]1[CH:7]=[C:6]([Cl:8])[CH:5]=[CH:4][C:3]=1[CH:9]([NH2:12])[CH2:10][CH3:11].[C:13](O)(=[O:16])[CH2:14][SH:15]. The catalyst is C1(C)C=CC=CC=1. The product is [Cl:1][C:2]1[CH:7]=[C:6]([Cl:8])[CH:5]=[CH:4][C:3]=1[CH:9]([NH:12][C:13](=[O:16])[CH2:14][SH:15])[CH2:10][CH3:11]. The yield is 0.544. (3) The product is [Br:1][C:2]1[CH:11]=[C:10]2[C:5]([C:6]([C:21]([NH2:22])=[O:23])=[CH:7][CH2:8][O:9]2)=[CH:4][CH:3]=1. The reactants are [Br:1][C:2]1[CH:11]=[C:10]2[C:5]([C:6](=O)[CH2:7][CH2:8][O:9]2)=[CH:4][CH:3]=1.[Al+3].[Cl-].[Cl-].[Cl-].[Si]([C:21]#[N:22])(C)(C)C.[OH:23]S(O)(=O)=O. The catalyst is C1(C)C=CC=CC=1.O.CC(O)=O. The yield is 0.450. (4) The reactants are N(C(O[CH:12]([CH3:14])[CH3:13])=O)=NC(OC(C)C)=O.C[CH2:16][CH:17](O)[CH2:18][CH2:19][CH2:20][CH2:21][CH3:22].[Cl:24][C:25]1[N:33]=[CH:32][N:31]=[C:30]2[C:26]=1[N:27]=[CH:28][NH:29]2.C1(P(C2C=CC=CC=2)C2C=CC=CC=2)C=CC=CC=1. The catalyst is O1CCCC1. The product is [Cl:24][C:25]1[N:33]=[CH:32][N:31]=[C:30]2[C:26]=1[N:27]=[CH:28][N:29]2[CH:20]([CH2:19][CH2:18][CH2:17][CH2:16][CH2:14][CH2:12][CH3:13])[CH2:21][CH3:22]. The yield is 0.770. (5) The reactants are [H-].[Na+].[C:3](OCC)(=O)[CH2:4][C:5]([CH3:7])=[O:6].[F:12][C:13]1[CH:18]=[CH:17][C:16]([N+:19]([O-:21])=[O:20])=C(F)[C:14]=1[F:23]. The catalyst is C1COCC1. The product is [C:5]([CH2:4][C:3]1[C:14]([F:23])=[C:13]([F:12])[CH:18]=[CH:17][C:16]=1[N+:19]([O-:21])=[O:20])(=[O:6])[CH3:7]. The yield is 0.720. (6) The reactants are [CH2:1]([N:8]1[C:17]2[C:12](=[CH:13][C:14]([CH3:18])=[CH:15][CH:16]=2)[C:11](Cl)=[C:10]([C:20]#[N:21])[C:9]1=[O:22])[C:2]1[CH:7]=[CH:6][CH:5]=[CH:4][CH:3]=1.[NH:23]1[CH2:28][CH2:27][NH:26][CH2:25][CH2:24]1. The catalyst is ClCCl. The product is [CH2:1]([N:8]1[C:17]2[C:12](=[CH:13][C:14]([CH3:18])=[CH:15][CH:16]=2)[C:11]([N:23]2[CH2:28][CH2:27][NH:26][CH2:25][CH2:24]2)=[C:10]([C:20]#[N:21])[C:9]1=[O:22])[C:2]1[CH:7]=[CH:6][CH:5]=[CH:4][CH:3]=1. The yield is 0.960. (7) The reactants are [CH3:1][O:2][C:3]1[N:8]=[C:7]([C:9]#[N:10])[C:6]([N+:11]([O-])=O)=[CH:5][CH:4]=1.Cl[Sn]Cl.[OH-].[Na+]. The catalyst is COCCOCCOC.Cl. The product is [NH2:11][C:6]1[C:7]([C:9]#[N:10])=[N:8][C:3]([O:2][CH3:1])=[CH:4][CH:5]=1. The yield is 0.580. (8) The reactants are [C:1]([C:3]([C:6]1[CH:7]=[C:8]([C:12]([NH:14][C:15]2[CH:16]=[C:17]([CH:38]=[CH:39][CH:40]=2)[O:18][C:19]2[CH:33]=[CH:32][C:22]3[N:23]=[C:24]([NH:26][C:27]([CH:29]4[CH2:31][CH2:30]4)=[O:28])[S:25][C:21]=3[C:20]=2[C:34]([O:36]C)=[O:35])=[O:13])[CH:9]=[CH:10][CH:11]=1)([CH3:5])[CH3:4])#[N:2].O.[OH-].[Li+].Cl. The catalyst is O1CCCC1.CO.O.C(OCC)(=O)C. The product is [C:1]([C:3]([C:6]1[CH:7]=[C:8]([C:12]([NH:14][C:15]2[CH:16]=[C:17]([CH:38]=[CH:39][CH:40]=2)[O:18][C:19]2[CH:33]=[CH:32][C:22]3[N:23]=[C:24]([NH:26][C:27]([CH:29]4[CH2:30][CH2:31]4)=[O:28])[S:25][C:21]=3[C:20]=2[C:34]([OH:36])=[O:35])=[O:13])[CH:9]=[CH:10][CH:11]=1)([CH3:5])[CH3:4])#[N:2]. The yield is 0.540. (9) The reactants are Br[CH:2]1[CH2:11][CH2:10][CH2:9][C:8]2[N:7]=[CH:6][CH:5]=[N:4][C:3]1=2.[N-:12]=[N+:13]=[N-:14].[Na+].O. The catalyst is CN(C=O)C. The product is [N:12]([CH:2]1[CH2:11][CH2:10][CH2:9][C:8]2[N:7]=[CH:6][CH:5]=[N:4][C:3]1=2)=[N+:13]=[N-:14]. The yield is 0.970.